From a dataset of Peptide-MHC class II binding affinity with 134,281 pairs from IEDB. Regression. Given a peptide amino acid sequence and an MHC pseudo amino acid sequence, predict their binding affinity value. This is MHC class II binding data. (1) The peptide sequence is EKKYFSATQFEPLAA. The MHC is HLA-DQA10101-DQB10501 with pseudo-sequence HLA-DQA10101-DQB10501. The binding affinity (normalized) is 0.421. (2) The peptide sequence is YDKFLANKSTVLTGK. The MHC is DRB1_0404 with pseudo-sequence DRB1_0404. The binding affinity (normalized) is 0.372. (3) The peptide sequence is NYKVTKGKPVKGAWN. The MHC is DRB1_0101 with pseudo-sequence DRB1_0101. The binding affinity (normalized) is 0.817. (4) The peptide sequence is FIPALEAAVKQAYAA. The MHC is DRB4_0101 with pseudo-sequence DRB4_0103. The binding affinity (normalized) is 0.145.